Dataset: Forward reaction prediction with 1.9M reactions from USPTO patents (1976-2016). Task: Predict the product of the given reaction. (1) The product is: [Cl:14][C:15]1[C:16]2[CH:17]=[C:2]([C:1]([O:5][CH3:6])=[O:4])[S:3][C:19]=2[CH:20]=[CH:21][CH:22]=1. Given the reactants [C:1]([O:5][CH3:6])(=[O:4])[CH2:2][SH:3].C(N(CC)CC)C.[Cl:14][C:15]1[CH:22]=[CH:21][CH:20]=[C:19](F)[C:16]=1[CH:17]=O.O, predict the reaction product. (2) Given the reactants O[C:2]1[N:3]=[C:4]2[CH:12]=[C:11](/[CH:13]=[CH:14]/[C:15]3[S:16][CH:17]=[C:18]([CH:20]([CH3:22])[CH3:21])[N:19]=3)[CH:10]=[CH:9][N:5]2[C:6](=[O:8])[CH:7]=1.CN(C)C=O.C1(C)C=CC(S(Cl)(=O)=O)=CC=1.[OH:39][CH:40]1[CH2:45][CH2:44][CH2:43][NH:42][CH2:41]1, predict the reaction product. The product is: [OH:39][CH:40]1[CH2:45][CH2:44][CH2:43][N:42]([C:2]2[N:3]=[C:4]3[CH:12]=[C:11](/[CH:13]=[CH:14]/[C:15]4[S:16][CH:17]=[C:18]([CH:20]([CH3:22])[CH3:21])[N:19]=4)[CH:10]=[CH:9][N:5]3[C:6](=[O:8])[CH:7]=2)[CH2:41]1. (3) Given the reactants C([O:8][C:9]1[CH:10]=[C:11]([CH2:24][C:25]([CH3:28])([CH3:27])[CH3:26])[C:12]([C:15]2[CH:20]=[C:19]([O:21][CH3:22])[CH:18]=[CH:17][C:16]=2[F:23])=[N:13][CH:14]=1)C1C=CC=CC=1, predict the reaction product. The product is: [F:23][C:16]1[CH:17]=[CH:18][C:19]([O:21][CH3:22])=[CH:20][C:15]=1[C:12]1[N:13]=[CH:14][C:9]([OH:8])=[CH:10][C:11]=1[CH2:24][C:25]([CH3:28])([CH3:27])[CH3:26]. (4) Given the reactants CO.[BH4-].[Na+].ClCCl.[CH3:8][O:9][C:10]1[CH:11]=[CH:12][C:13]2[N:14]([N:16]=[C:17]([C:31]3[CH:36]=[CH:35][C:34]([O:37][C:38]([F:41])([F:40])[F:39])=[CH:33][CH:32]=3)[C:18]=2[C:19]([C:21]2[N:26]=[C:25]([C:27]([O:29][CH3:30])=[O:28])[CH:24]=[CH:23][CH:22]=2)=[O:20])[CH:15]=1, predict the reaction product. The product is: [OH:20][CH:19]([C:18]1[C:17]([C:31]2[CH:32]=[CH:33][C:34]([O:37][C:38]([F:39])([F:40])[F:41])=[CH:35][CH:36]=2)=[N:16][N:14]2[CH:15]=[C:10]([O:9][CH3:8])[CH:11]=[CH:12][C:13]=12)[C:21]1[N:26]=[C:25]([C:27]([O:29][CH3:30])=[O:28])[CH:24]=[CH:23][CH:22]=1. (5) Given the reactants [N+:1]([C:4]1[CH:5]=[C:6]([CH:9]=[CH:10][C:11]=1[N:12]1[CH:16]=[CH:15][CH:14]=[CH:13]1)[C:7]#[N:8])([O-])=O.Cl[Sn]Cl.C([O-])(O)=O.[Na+], predict the reaction product. The product is: [NH2:1][C:4]1[CH:5]=[C:6]([CH:9]=[CH:10][C:11]=1[N:12]1[CH:16]=[CH:15][CH:14]=[CH:13]1)[C:7]#[N:8]. (6) Given the reactants CC(C)([O-])C.[K+].[C:7]([O:13][CH3:14])(=[O:12])[CH2:8][C:9]([CH3:11])=[O:10].C(O)(C)(C)C.[F:20][C:21]1[CH:28]=[CH:27][C:24]([CH2:25]Br)=[CH:23][CH:22]=1, predict the reaction product. The product is: [F:20][C:21]1[CH:28]=[CH:27][C:24]([CH2:25][CH:8]([C:9](=[O:10])[CH3:11])[C:7]([O:13][CH3:14])=[O:12])=[CH:23][CH:22]=1. (7) Given the reactants [C:1]([O:5][C:6]([NH:8][CH2:9][C:10]1[CH:15]=[CH:14][CH:13]=[CH:12][C:11]=1/[CH:16]=[CH:17]/[C:18]([O:20][CH2:21][CH3:22])=[O:19])=[O:7])([CH3:4])([CH3:3])[CH3:2].C(O)(=[O:32])C=CC1C=CC=CC=1, predict the reaction product. The product is: [C:1]([O:5][C:6]([NH:8][CH2:9][C:10]1[CH:15]=[CH:14][CH:13]=[CH:12][C:11]=1[CH2:16][C@@H:17]([OH:32])[C:18]([O:20][CH2:21][CH3:22])=[O:19])=[O:7])([CH3:4])([CH3:3])[CH3:2]. (8) Given the reactants Cl[C:2]1[N:3]=[N:4][C:5]([C:22]2[CH:27]=[C:26]([CH3:28])[CH:25]=[C:24]([Cl:29])[CH:23]=2)=[CH:6][C:7]=1[C:8]([NH:10][CH2:11][C:12]1[CH:17]=[CH:16][C:15]([O:18][CH3:19])=[C:14]([O:20][CH3:21])[CH:13]=1)=[O:9].C([Sn](CCCC)(CCCC)[C:35]1[CH:40]=[CH:39][CH:38]=[CH:37][N:36]=1)CCC.[F-].[Cs+], predict the reaction product. The product is: [Cl:29][C:24]1[CH:23]=[C:22]([C:5]2[N:4]=[N:3][C:2]([C:35]3[CH:40]=[CH:39][CH:38]=[CH:37][N:36]=3)=[C:7]([C:8]([NH:10][CH2:11][C:12]3[CH:17]=[CH:16][C:15]([O:18][CH3:19])=[C:14]([O:20][CH3:21])[CH:13]=3)=[O:9])[CH:6]=2)[CH:27]=[C:26]([CH3:28])[CH:25]=1. (9) Given the reactants [CH2:1]([O:5][CH2:6][CH2:7][O:8][C:9]1[CH:14]=[CH:13][C:12]([C:15]2[CH:16]=[CH:17][C:18]3[N:24](C(=O)C(F)(F)F)[CH2:23][CH2:22][C:21]([C:31]([NH:33][C:34]4[CH:39]=[CH:38][C:37]([CH:40]([OH:49])[C:41]5[CH:46]=[CH:45][CH:44]=[C:43]([CH3:47])[N+:42]=5[O-:48])=[CH:36][CH:35]=4)=[O:32])=[CH:20][C:19]=3[CH:50]=2)=[CH:11][CH:10]=1)[CH2:2][CH2:3][CH3:4].[BH4-].[Na+].O, predict the reaction product. The product is: [CH2:1]([O:5][CH2:6][CH2:7][O:8][C:9]1[CH:10]=[CH:11][C:12]([C:15]2[CH:16]=[CH:17][C:18]3[NH:24][CH2:23][CH2:22][C:21]([C:31]([NH:33][C:34]4[CH:35]=[CH:36][C:37]([CH:40]([OH:49])[C:41]5[CH:46]=[CH:45][CH:44]=[C:43]([CH3:47])[N+:42]=5[O-:48])=[CH:38][CH:39]=4)=[O:32])=[CH:20][C:19]=3[CH:50]=2)=[CH:13][CH:14]=1)[CH2:2][CH2:3][CH3:4]. (10) Given the reactants [CH2:1]([C:8]1[N:12]([CH2:13][C:14]([OH:16])=O)[C:11]2[CH:17]=[CH:18][CH:19]=[CH:20][C:10]=2[N:9]=1)[C:2]1[CH:7]=[CH:6][CH:5]=[CH:4][CH:3]=1.[Cl:21][C:22]1[CH:23]=[C:24]([CH:26]=[C:27]([Cl:29])[CH:28]=1)[NH2:25].CN(C(ON1N=NC2C=CC=NC1=2)=[N+](C)C)C.F[P-](F)(F)(F)(F)F, predict the reaction product. The product is: [CH2:1]([C:8]1[N:12]([CH2:13][C:14]([NH:25][C:24]2[CH:23]=[C:22]([Cl:21])[CH:28]=[C:27]([Cl:29])[CH:26]=2)=[O:16])[C:11]2[CH:17]=[CH:18][CH:19]=[CH:20][C:10]=2[N:9]=1)[C:2]1[CH:3]=[CH:4][CH:5]=[CH:6][CH:7]=1.